Dataset: NCI-60 drug combinations with 297,098 pairs across 59 cell lines. Task: Regression. Given two drug SMILES strings and cell line genomic features, predict the synergy score measuring deviation from expected non-interaction effect. Drug 1: C(=O)(N)NO. Drug 2: C(CC(=O)O)C(=O)CN.Cl. Cell line: NCIH23. Synergy scores: CSS=9.22, Synergy_ZIP=-4.73, Synergy_Bliss=-2.20, Synergy_Loewe=-4.93, Synergy_HSA=-2.72.